From a dataset of Forward reaction prediction with 1.9M reactions from USPTO patents (1976-2016). Predict the product of the given reaction. (1) Given the reactants Cl[CH2:2][CH2:3][CH2:4][N:5]1[C:9]2[CH:10]=[CH:11][CH:12]=[CH:13][C:8]=2[N:7]=[CH:6]1.[C:14]1([N:20]2[CH2:25][CH2:24][NH:23][CH2:22][CH2:21]2)[CH:19]=[CH:18][CH:17]=[CH:16][CH:15]=1.C(N(C(C)C)CC)(C)C.[I-].[K+], predict the reaction product. The product is: [C:14]1([N:20]2[CH2:25][CH2:24][N:23]([CH2:2][CH2:3][CH2:4][N:5]3[C:9]4[CH:10]=[CH:11][CH:12]=[CH:13][C:8]=4[N:7]=[CH:6]3)[CH2:22][CH2:21]2)[CH:19]=[CH:18][CH:17]=[CH:16][CH:15]=1. (2) Given the reactants C[O:2][C:3](=[O:23])[C:4]1[C:5](=[C:10]([NH:14][C:15]2[CH:20]=[CH:19][C:18]([O:21][CH3:22])=[CH:17][CH:16]=2)[CH:11]=[CH:12][CH:13]=1)[C:6]([O:8]C)=[O:7].[OH-].[Na+], predict the reaction product. The product is: [CH3:22][O:21][C:18]1[CH:19]=[CH:20][C:15]([NH:14][C:10]2[CH:11]=[CH:12][CH:13]=[C:4]([C:3]([OH:23])=[O:2])[C:5]=2[C:6]([OH:8])=[O:7])=[CH:16][CH:17]=1. (3) Given the reactants Br[C:2]1[CH:11]=[C:10]([C:12]2[CH:17]=[CH:16][N:15]=[CH:14][CH:13]=2)[CH:9]=[C:8]2[C:3]=1[CH:4]=[CH:5][N:6]=[CH:7]2.[NH2:18][CH2:19][C:20]([NH2:23])([CH3:22])[CH3:21].C1C=CC(P(C2C(C3C(P(C4C=CC=CC=4)C4C=CC=CC=4)=CC=C4C=3C=CC=C4)=C3C(C=CC=C3)=CC=2)C2C=CC=CC=2)=CC=1.CC([O-])(C)C.[Na+], predict the reaction product. The product is: [CH3:21][C:20]([NH2:23])([CH3:22])[CH2:19][NH:18][C:2]1[CH:11]=[C:10]([C:12]2[CH:17]=[CH:16][N:15]=[CH:14][CH:13]=2)[CH:9]=[C:8]2[C:3]=1[CH:4]=[CH:5][N:6]=[CH:7]2. (4) Given the reactants [OH:1][C:2]1[CH:7]=[C:6]([CH3:8])[C:5]([C:9]2[CH:14]=[CH:13][CH:12]=[C:11]([CH:15]=[O:16])[CH:10]=2)=[C:4]([CH3:17])[CH:3]=1.[CH2:18]([O:20][CH2:21][CH2:22]Cl)[CH3:19].C(=O)([O-])[O-].[K+].[K+].[I-].[K+], predict the reaction product. The product is: [CH2:18]([O:20][CH2:21][CH2:22][O:1][C:2]1[CH:7]=[C:6]([CH3:8])[C:5]([C:9]2[CH:14]=[CH:13][CH:12]=[C:11]([CH:15]=[O:16])[CH:10]=2)=[C:4]([CH3:17])[CH:3]=1)[CH3:19]. (5) Given the reactants [CH2:1]([C:3]1[N:19]([C@@H:20]2[C:28]3[C:23](=[CH:24][C:25]([C:29]4[CH:34]=[CH:33][CH:32]=[CH:31][C:30]=4[C:35]4[N:39](C(C5C=CC=CC=5)(C5C=CC=CC=5)C5C=CC=CC=5)[N:38]=[N:37][N:36]=4)=[CH:26][CH:27]=3)[CH2:22][CH2:21]2)[C:6]2=[N:7][C:8]([CH2:12][CH:13]([OH:18])[CH2:14][CH:15]([CH3:17])[CH3:16])=[CH:9][C:10]([CH3:11])=[C:5]2[N:4]=1)[CH3:2], predict the reaction product. The product is: [NH:39]1[C:35]([C:30]2[CH:31]=[CH:32][CH:33]=[CH:34][C:29]=2[C:25]2[CH:24]=[C:23]3[C:28](=[CH:27][CH:26]=2)[C@@H:20]([N:19]2[C:6]4=[N:7][C:8]([CH2:12][CH:13]([OH:18])[CH2:14][CH:15]([CH3:17])[CH3:16])=[CH:9][C:10]([CH3:11])=[C:5]4[N:4]=[C:3]2[CH2:1][CH3:2])[CH2:21][CH2:22]3)=[N:36][N:37]=[N:38]1. (6) Given the reactants [CH2:1]([O:3][C:4](=[O:25])[C:5]([CH2:12][CH2:13][N:14]1[C:22](=[O:23])[C:21]2[C:16](=[CH:17][CH:18]=[CH:19][CH:20]=2)[C:15]1=[O:24])([CH3:11])[C:6]([O:8]CC)=[O:7])[CH3:2].P([O-])([O-])([O-])=O.[OH-].[Na+], predict the reaction product. The product is: [O:24]=[C:15]1[C:16]2[C:21](=[CH:20][CH:19]=[CH:18][CH:17]=2)[C:22](=[O:23])[N:14]1[CH2:13][CH2:12][C@:5]([C:4]([O:3][CH2:1][CH3:2])=[O:25])([CH3:11])[C:6]([OH:8])=[O:7]. (7) Given the reactants [N:1]1[C:6]2[NH:7][C:8]3[C:13]([C:5]=2[CH:4]=[CH:3][CH:2]=1)=[CH:12][CH:11]=[C:10]([OH:14])[CH:9]=3.Br[CH2:16][C:17]#[N:18].C([O-])([O-])=O.[K+].[K+].O, predict the reaction product. The product is: [N:1]1[C:6]2[NH:7][C:8]3[C:13]([C:5]=2[CH:4]=[CH:3][CH:2]=1)=[CH:12][CH:11]=[C:10]([O:14][CH2:16][C:17]#[N:18])[CH:9]=3. (8) The product is: [Cl:1][C:2]1[C:7]([O:8][CH:9]([CH3:10])[CH3:11])=[C:6]([CH:12]=[O:13])[CH:5]=[C:4]([CH:14]2[CH2:16][CH2:15]2)[C:3]=1[C:17]1[CH:22]=[CH:21][C:20]([F:23])=[CH:19][C:18]=1[F:24]. Given the reactants [Cl:1][C:2]1[C:7]([O:8][CH:9]([CH3:11])[CH3:10])=[C:6]([CH2:12][OH:13])[CH:5]=[C:4]([CH:14]2[CH2:16][CH2:15]2)[C:3]=1[C:17]1[CH:22]=[CH:21][C:20]([F:23])=[CH:19][C:18]=1[F:24], predict the reaction product. (9) The product is: [CH2:2]([C@H:4]1[CH2:9][CH2:8][CH2:7][CH2:6][N:5]1[CH2:16][C@@H:17]1[CH2:18][O:19]1)[CH3:3]. Given the reactants Cl.[CH2:2]([C@H:4]1[CH2:9][CH2:8][CH2:7][CH2:6][NH:5]1)[CH3:3].[H-].[K+].S(C1C=CC([N+]([O-])=O)=CC=1)(O[CH2:16][C@H:17]1[O:19][CH2:18]1)(=O)=O, predict the reaction product.